This data is from Full USPTO retrosynthesis dataset with 1.9M reactions from patents (1976-2016). The task is: Predict the reactants needed to synthesize the given product. Given the product [Cl:15][C:8]1[CH:7]=[C:6]2[C:11]([C:2]([NH:25][C:24]3[CH:26]=[C:20]([O:19][CH3:18])[CH:21]=[CH:22][C:23]=3[CH3:27])=[C:3]([C:16]#[N:17])[CH:4]=[N:5]2)=[CH:10][C:9]=1[N+:12]([O-:14])=[O:13], predict the reactants needed to synthesize it. The reactants are: Cl[C:2]1[C:11]2[C:6](=[CH:7][C:8]([Cl:15])=[C:9]([N+:12]([O-:14])=[O:13])[CH:10]=2)[N:5]=[CH:4][C:3]=1[C:16]#[N:17].[CH3:18][O:19][C:20]1[CH:21]=[CH:22][C:23]([CH3:27])=[C:24]([CH:26]=1)[NH2:25].Cl.N1C=CC=CC=1.C(=O)(O)[O-].[Na+].